This data is from Reaction yield outcomes from USPTO patents with 853,638 reactions. The task is: Predict the reaction yield, written as a fraction of the theoretical maximum amount of product (1.0 means a 100% yield; for example, 0.34 means a 34% yield). The reactants are [N+:1]([C:4]1[CH:9]=[CH:8][C:7]([OH:10])=[CH:6][CH:5]=1)([O-:3])=[O:2].C([O-])([O-])=O.[K+].[K+].[I-].[Na+].[CH3:19][O:20][C:21](=[O:27])[CH2:22][O:23][CH2:24][CH2:25]Br. The catalyst is CC(C)=O. The product is [CH3:19][O:20][C:21](=[O:27])[CH2:22][O:23][CH2:24][CH2:25][O:10][C:7]1[CH:8]=[CH:9][C:4]([N+:1]([O-:3])=[O:2])=[CH:5][CH:6]=1. The yield is 0.436.